From a dataset of Reaction yield outcomes from USPTO patents with 853,638 reactions. Predict the reaction yield, written as a fraction of the theoretical maximum amount of product (1.0 means a 100% yield; for example, 0.34 means a 34% yield). (1) The reactants are [Br:1][C:2]1[CH:7]=[C:6]([CH:8]([CH3:16])[C:9]([O:11][C:12]([CH3:15])([CH3:14])[CH3:13])=[O:10])[CH:5]=[CH:4][C:3]=1[NH:17][CH2:18][C:19]1[CH:27]=[CH:26][CH:25]=[CH:24][C:20]=1[C:21]([OH:23])=O.Cl.CN(C)CCCN=C=NCC. The catalyst is CN(C)C1C=CN=CC=1.C(Cl)Cl. The product is [Br:1][C:2]1[CH:7]=[C:6]([CH:8]([CH3:16])[C:9]([O:11][C:12]([CH3:14])([CH3:13])[CH3:15])=[O:10])[CH:5]=[CH:4][C:3]=1[N:17]1[CH2:18][C:19]2[C:20](=[CH:24][CH:25]=[CH:26][CH:27]=2)[C:21]1=[O:23]. The yield is 0.850. (2) The reactants are [CH3:1][O:2][C:3](=[O:12])[CH2:4][C:5]1[CH:10]=[CH:9][CH:8]=[C:7]([OH:11])[CH:6]=1.[OH:13][C@@H:14]([CH3:28])[CH2:15][CH2:16]OS(C1C=CC(C)=CC=1)(=O)=O.C([O-])([O-])=O.[Cs+].[Cs+]. The catalyst is CN(C=O)C.CCCCCC. The product is [CH3:1][O:2][C:3](=[O:12])[CH2:4][C:5]1[CH:10]=[CH:9][CH:8]=[C:7]([O:11][CH2:16][CH2:15][C@@H:14]([OH:13])[CH3:28])[CH:6]=1. The yield is 0.440. (3) The reactants are [F:1][C:2]1[CH:3]=[C:4]([C:27]2[C:28]([C:33]#[N:34])=[CH:29][CH:30]=[CH:31][CH:32]=2)[CH:5]=[CH:6][C:7]=1[CH2:8][C:9]1[C:10](=[O:26])[N:11]([C@H:21]2[CH2:24][C@H:23]([OH:25])[CH2:22]2)[C:12]2[N:13]([N:18]=[CH:19][N:20]=2)[C:14]=1[CH2:15][CH2:16][CH3:17].[N+](=[CH:37][C:38]([O:40][CH2:41][CH3:42])=[O:39])=[N-]. The catalyst is C1(C)C=CC=CC=1.C([O-])(=O)C.[Rh+2].C([O-])(=O)C. The product is [CH2:41]([O:40][C:38](=[O:39])[CH2:37][O:25][C@H:23]1[CH2:22][C@H:21]([N:11]2[C:10](=[O:26])[C:9]([CH2:8][C:7]3[CH:6]=[CH:5][C:4]([C:27]4[CH:32]=[CH:31][CH:30]=[CH:29][C:28]=4[C:33]#[N:34])=[CH:3][C:2]=3[F:1])=[C:14]([CH2:15][CH2:16][CH3:17])[N:13]3[N:18]=[CH:19][N:20]=[C:12]23)[CH2:24]1)[CH3:42]. The yield is 0.270. (4) The reactants are [N+](=[C:3]([C:8]1[CH:13]=[CH:12][C:11]([Cl:14])=[C:10]([Cl:15])[CH:9]=1)[C:4]([O:6][CH3:7])=[O:5])=[N-].[CH:16](/[C:20]1[CH:25]=[CH:24][CH:23]=[CH:22][CH:21]=1)=[CH:17]\[CH:18]=[CH2:19]. The catalyst is C1(C)C=CC=CC=1. The product is [Cl:15][C:10]1[CH:9]=[C:8]([C:3]2([C:4]([O:6][CH3:7])=[O:5])[CH2:19][CH:18]2/[CH:17]=[CH:16]/[C:20]2[CH:25]=[CH:24][CH:23]=[CH:22][CH:21]=2)[CH:13]=[CH:12][C:11]=1[Cl:14]. The yield is 0.950.